Dataset: Forward reaction prediction with 1.9M reactions from USPTO patents (1976-2016). Task: Predict the product of the given reaction. (1) Given the reactants CN(C=O)C.[C:6]([O:10][C:11]([N:13]1[CH2:16][CH:15]([O:17][C:18]2[CH:23]=[C:22]([Br:24])[CH:21]=[CH:20][C:19]=2[OH:25])[CH2:14]1)=[O:12])([CH3:9])([CH3:8])[CH3:7].C([O-])([O-])=O.[Cs+].[Cs+].[CH2:32](Br)[C:33]1[CH:38]=[CH:37][CH:36]=[CH:35][CH:34]=1, predict the reaction product. The product is: [C:6]([O:10][C:11]([N:13]1[CH2:14][CH:15]([O:17][C:18]2[CH:23]=[C:22]([Br:24])[CH:21]=[CH:20][C:19]=2[O:25][CH2:32][C:33]2[CH:38]=[CH:37][CH:36]=[CH:35][CH:34]=2)[CH2:16]1)=[O:12])([CH3:9])([CH3:7])[CH3:8]. (2) Given the reactants [F:1][C:2]1([F:23])[C:10]2[C:5](=[CH:6][C:7]([NH:12][C:13](=[O:20])[C:14]3[CH:19]=[CH:18][N:17]=[CH:16][CH:15]=3)=[C:8](O)[CH:9]=2)[C:4]([F:22])([F:21])[O:3]1.O1CCCC1.C1(P(C2C=CC=CC=2)C2C=CC=CC=2)C=CC=CC=1.N(C(OCC)=O)=NC(OCC)=O, predict the reaction product. The product is: [F:21][C:4]1([F:22])[C:5]2[C:10](=[CH:9][C:8]3[O:20][C:13]([C:14]4[CH:15]=[CH:16][N:17]=[CH:18][CH:19]=4)=[N:12][C:7]=3[CH:6]=2)[C:2]([F:23])([F:1])[O:3]1. (3) Given the reactants F[C:2]1[CH:7]=[CH:6][C:5]([N+:8]([O-:10])=[O:9])=[CH:4][CH:3]=1.CCN(C(C)C)C(C)C.[C:20]([N:27]1[CH2:32][C@@H:31]2[CH2:33][C@H:28]1[CH2:29][NH:30]2)([O:22][C:23]([CH3:26])([CH3:25])[CH3:24])=[O:21], predict the reaction product. The product is: [C:23]([O:22][C:20]([N:27]1[CH2:32][C@@H:31]2[CH2:33][C@H:28]1[CH2:29][N:30]2[C:2]1[CH:7]=[CH:6][C:5]([N+:8]([O-:10])=[O:9])=[CH:4][CH:3]=1)=[O:21])([CH3:26])([CH3:24])[CH3:25].